Dataset: hERG Central: cardiac toxicity at 1µM, 10µM, and general inhibition. Task: Predict hERG channel inhibition at various concentrations. (1) The compound is Clc1ccc(Cn2ncc3c(N4CCCC4)ncnc32)cc1. Results: hERG_inhib (hERG inhibition (general)): blocker. (2) The drug is CCOc1ccc2oc(C(=O)NCc3ccccc3CN3CCCC3)c(C)c2c1. Results: hERG_inhib (hERG inhibition (general)): blocker. (3) The drug is Cc1ccc(-c2cc(C(=O)NCCCn3ccnc3)c3cc(Br)ccc3n2)o1. Results: hERG_inhib (hERG inhibition (general)): blocker.